From a dataset of Forward reaction prediction with 1.9M reactions from USPTO patents (1976-2016). Predict the product of the given reaction. (1) Given the reactants [NH2:1][C:2]1[C:17]2[CH2:16][CH:15]=[CH:14][CH2:13][CH2:12][C:11]3[CH:18]=[C:19]([CH3:24])[N:20]=[C:21]([O:22][CH3:23])[C:10]=3[CH2:9][NH:8][C:7](=[O:25])[C:6]=2[CH:5]=[CH:4][CH:3]=1.[C:26]([O:30][C:31](=[O:40])[NH:32][CH:33]1[CH2:38][CH2:37][C:36](=O)[CH2:35][CH2:34]1)([CH3:29])([CH3:28])[CH3:27].[CH3:41][C:42](O)=O.[BH-](OC(C)=O)(OC(C)=O)OC(C)=O.[Na+].C(=O)C.C([O-])(O)=O.[Na+], predict the reaction product. The product is: [C:26]([O:30][C:31](=[O:40])[NH:32][CH:33]1[CH2:38][CH2:37][CH:36]([N:1]([CH2:41][CH3:42])[C:2]2[C:17]3[CH2:16][CH:15]=[CH:14][CH2:13][CH2:12][C:11]4[CH:18]=[C:19]([CH3:24])[N:20]=[C:21]([O:22][CH3:23])[C:10]=4[CH2:9][NH:8][C:7](=[O:25])[C:6]=3[CH:5]=[CH:4][CH:3]=2)[CH2:35][CH2:34]1)([CH3:29])([CH3:28])[CH3:27]. (2) Given the reactants [NH:1]1[C:9]2[CH2:8][CH2:7][CH2:6][C:5](=[O:10])[C:4]=2[CH:3]=[CH:2]1.[OH-].[Na+].Cl[CH2:14][CH2:15][N:16]1[CH2:21][CH2:20][N:19]([C:22]2[CH:27]=[CH:26][CH:25]=[CH:24][C:23]=2[O:28][CH3:29])[CH2:18][CH2:17]1.C(OCC)(=O)C, predict the reaction product. The product is: [CH3:29][O:28][C:23]1[CH:24]=[CH:25][CH:26]=[CH:27][C:22]=1[N:19]1[CH2:18][CH2:17][N:16]([CH2:15][CH2:14][N:1]2[C:9]3[CH2:8][CH2:7][CH2:6][C:5](=[O:10])[C:4]=3[CH:3]=[CH:2]2)[CH2:21][CH2:20]1. (3) Given the reactants [CH3:1][N:2]1[CH:6]=[N:5]N=[N:3]1.[CH2:7]([Li])CCC.[C:12]([N:19]1[CH2:24][CH2:23][N:22]([C:25]2[CH:30]=[CH:29][CH:28]=[CH:27][C:26]=2[CH:31]=O)[CH2:21][CH2:20]1)([O:14][C:15]([CH3:18])([CH3:17])[CH3:16])=[O:13], predict the reaction product. The product is: [C:12]([N:19]1[CH2:24][CH2:23][N:22]([C:25]2[CH:30]=[CH:29][CH:28]=[CH:27][C:26]=2[CH2:31][C:6]2[N:2]([CH3:1])[N:3]=[CH:7][N:5]=2)[CH2:21][CH2:20]1)([O:14][C:15]([CH3:18])([CH3:17])[CH3:16])=[O:13]. (4) Given the reactants [Br:1][C:2]1[CH:7]=[CH:6][C:5](/[C:8](/[CH3:14])=[C:9](/[CH2:12][CH3:13])\[CH2:10][OH:11])=[CH:4][CH:3]=1.[CH2:15]([O:17][C@@H:18]([CH2:24][C:25]1[CH:30]=[CH:29][C:28](O)=[CH:27][CH:26]=1)[C:19]([O:21][CH2:22][CH3:23])=[O:20])[CH3:16], predict the reaction product. The product is: [Br:1][C:2]1[CH:3]=[CH:4][C:5](/[C:8](/[CH3:14])=[C:9](/[CH2:12][CH3:13])\[CH2:10][O:11][C:28]2[CH:27]=[CH:26][C:25]([CH2:24][C@H:18]([O:17][CH2:15][CH3:16])[C:19]([O:21][CH2:22][CH3:23])=[O:20])=[CH:30][CH:29]=2)=[CH:6][CH:7]=1.